This data is from Catalyst prediction with 721,799 reactions and 888 catalyst types from USPTO. The task is: Predict which catalyst facilitates the given reaction. Reactant: [O:1]=[C:2]1[CH:11]=[CH:10][C:9]2[C:4](=[CH:5][N:6]=[CH:7][CH:8]=2)[N:3]1[CH2:12][CH:13]=O.[O:15]1[C:20]2[CH:21]=[CH:22][C:23]([CH2:25][N:26]([CH:34]3[CH2:39][CH2:38][NH:37][CH2:36][CH2:35]3)[C:27](=[O:33])[O:28][C:29]([CH3:32])([CH3:31])[CH3:30])=[CH:24][C:19]=2[O:18][CH2:17][CH2:16]1.C(O)(=O)C.C(O[BH-](OC(=O)C)OC(=O)C)(=O)C.[Na+]. Product: [O:15]1[C:20]2[CH:21]=[CH:22][C:23]([CH2:25][N:26]([CH:34]3[CH2:39][CH2:38][N:37]([CH2:13][CH2:12][N:3]4[C:4]5[C:9](=[CH:8][CH:7]=[N:6][CH:5]=5)[CH:10]=[CH:11][C:2]4=[O:1])[CH2:36][CH2:35]3)[C:27](=[O:33])[O:28][C:29]([CH3:32])([CH3:30])[CH3:31])=[CH:24][C:19]=2[O:18][CH2:17][CH2:16]1. The catalyst class is: 46.